From a dataset of NCI-60 drug combinations with 297,098 pairs across 59 cell lines. Regression. Given two drug SMILES strings and cell line genomic features, predict the synergy score measuring deviation from expected non-interaction effect. (1) Drug 1: CC1OCC2C(O1)C(C(C(O2)OC3C4COC(=O)C4C(C5=CC6=C(C=C35)OCO6)C7=CC(=C(C(=C7)OC)O)OC)O)O. Drug 2: C1=CC(=CC=C1CC(C(=O)O)N)N(CCCl)CCCl.Cl. Cell line: NCI-H522. Synergy scores: CSS=34.2, Synergy_ZIP=-1.13, Synergy_Bliss=1.33, Synergy_Loewe=-1.61, Synergy_HSA=5.74. (2) Drug 1: CN1C(=O)N2C=NC(=C2N=N1)C(=O)N. Drug 2: CCN(CC)CCNC(=O)C1=C(NC(=C1C)C=C2C3=C(C=CC(=C3)F)NC2=O)C. Cell line: SN12C. Synergy scores: CSS=-3.45, Synergy_ZIP=-2.82, Synergy_Bliss=-11.2, Synergy_Loewe=-11.9, Synergy_HSA=-8.66. (3) Drug 2: C1=NC2=C(N=C(N=C2N1C3C(C(C(O3)CO)O)F)Cl)N. Cell line: MALME-3M. Synergy scores: CSS=6.40, Synergy_ZIP=-3.52, Synergy_Bliss=-2.49, Synergy_Loewe=-0.581, Synergy_HSA=-0.483. Drug 1: C1=CC=C(C(=C1)C(C2=CC=C(C=C2)Cl)C(Cl)Cl)Cl. (4) Cell line: HOP-62. Drug 1: CC1=C(C=C(C=C1)NC(=O)C2=CC=C(C=C2)CN3CCN(CC3)C)NC4=NC=CC(=N4)C5=CN=CC=C5. Synergy scores: CSS=-2.67, Synergy_ZIP=0.787, Synergy_Bliss=-0.238, Synergy_Loewe=1.04, Synergy_HSA=-4.91. Drug 2: CN1C2=C(C=C(C=C2)N(CCCl)CCCl)N=C1CCCC(=O)O.Cl. (5) Drug 1: CN1C2=C(C=C(C=C2)N(CCCl)CCCl)N=C1CCCC(=O)O.Cl. Drug 2: C1CN(P(=O)(OC1)NCCCl)CCCl. Cell line: COLO 205. Synergy scores: CSS=3.15, Synergy_ZIP=-3.12, Synergy_Bliss=-7.28, Synergy_Loewe=-0.0341, Synergy_HSA=-4.92. (6) Drug 1: C(=O)(N)NO. Drug 2: C1CN(CCN1C(=O)CCBr)C(=O)CCBr. Cell line: HCT-15. Synergy scores: CSS=21.2, Synergy_ZIP=-8.07, Synergy_Bliss=-5.32, Synergy_Loewe=-9.22, Synergy_HSA=-2.17.